From a dataset of Reaction yield outcomes from USPTO patents with 853,638 reactions. Predict the reaction yield, written as a fraction of the theoretical maximum amount of product (1.0 means a 100% yield; for example, 0.34 means a 34% yield). (1) The product is [N+:15]([C:12]1[CH:13]=[CH:14][C:9]([N:1]([CH2:5][CH2:6][OH:7])[CH2:2][CH2:3][OH:4])=[CH:10][CH:11]=1)([O-:17])=[O:16]. The catalyst is CN(C=O)C. The reactants are [NH:1]([CH2:5][CH2:6][OH:7])[CH2:2][CH2:3][OH:4].F[C:9]1[CH:14]=[CH:13][C:12]([N+:15]([O-:17])=[O:16])=[CH:11][CH:10]=1. The yield is 0.250. (2) The product is [Cl:8][C:5]1[N:6]=[CH:7][C:2]([C:31]2[CH:32]=[CH:33][C:34]3[N:35]([CH:37]=[C:38]([NH:40][C:41](=[O:43])[CH3:42])[N:39]=3)[N:36]=2)=[CH:3][C:4]=1[NH:9][S:10]([C:13]1[CH:18]=[CH:17][C:16]([C:19]([OH:22])([CH3:21])[CH3:20])=[CH:15][CH:14]=1)(=[O:12])=[O:11]. The yield is 0.650. The catalyst is C1C=CC(P(C2C=CC=CC=2)[C-]2C=CC=C2)=CC=1.C1C=CC(P(C2C=CC=CC=2)[C-]2C=CC=C2)=CC=1.Cl[Pd]Cl.[Fe+2].O1CCOCC1. The reactants are Br[C:2]1[CH:3]=[C:4]([NH:9][S:10]([C:13]2[CH:18]=[CH:17][C:16]([C:19]([OH:22])([CH3:21])[CH3:20])=[CH:15][CH:14]=2)(=[O:12])=[O:11])[C:5]([Cl:8])=[N:6][CH:7]=1.CC1(C)C(C)(C)OB([C:31]2[CH:32]=[CH:33][C:34]3[N:35]([CH:37]=[C:38]([NH:40][C:41](=[O:43])[CH3:42])[N:39]=3)[N:36]=2)O1.C(=O)([O-])[O-].[Na+].[Na+]. (3) The yield is 0.460. The catalyst is CCO.CCOC(C)=O.[Pd]. The reactants are [O:1]1[CH:5]=[CH:4][CH:3]=[C:2]1[C:6]1[N:11]=[C:10]([NH2:12])[N:9]=[C:8]([NH:13][CH2:14][C:15]2[CH:20]=[CH:19][CH:18]=[CH:17][N:16]=2)[C:7]=1[N+:21]([O-])=O.[N:24](OCCC(C)C)=O. The product is [O:1]1[CH:5]=[CH:4][CH:3]=[C:2]1[C:6]1[C:7]2[N:21]=[N:24][N:13]([CH2:14][C:15]3[CH:20]=[CH:19][CH:18]=[CH:17][N:16]=3)[C:8]=2[N:9]=[C:10]([NH2:12])[N:11]=1. (4) The reactants are [C:1]([C:4]1[CH:5]=[C:6]([CH:38]=[CH:39][CH:40]=1)[CH2:7][C:8]1[C:9](=[O:37])[N:10]([CH2:18][C:19]2[CH:24]=[CH:23][C:22]([C:25]3[CH:30]=[CH:29][CH:28]=[CH:27][C:26]=3[C:31]3[NH:35][C:34](=[O:36])[O:33][N:32]=3)=[CH:21][CH:20]=2)[C:11]([CH2:15][CH2:16][CH3:17])=[N:12][C:13]=1[CH3:14])(=[O:3])[CH3:2].[BH4-].[Na+]. The catalyst is O1CCCC1CO.C(OCC)(=O)C. The product is [OH:3][CH:1]([C:4]1[CH:5]=[C:6]([CH:38]=[CH:39][CH:40]=1)[CH2:7][C:8]1[C:9](=[O:37])[N:10]([CH2:18][C:19]2[CH:24]=[CH:23][C:22]([C:25]3[CH:30]=[CH:29][CH:28]=[CH:27][C:26]=3[C:31]3[NH:35][C:34](=[O:36])[O:33][N:32]=3)=[CH:21][CH:20]=2)[C:11]([CH2:15][CH2:16][CH3:17])=[N:12][C:13]=1[CH3:14])[CH3:2]. The yield is 0.690. (5) The reactants are [CH3:1][O:2][C:3]1[CH:9]=[CH:8][C:6]([NH2:7])=[CH:5][CH:4]=1.[N:10]([O-])=O.[Na+].C([O-])(=O)C.[Na+].[C:19]([CH2:22][C:23](=[O:25])[CH3:24])(=[O:21])[CH3:20]. The catalyst is C(O)(=O)C.Cl.O.C(O)C. The product is [CH3:1][O:2][C:3]1[CH:9]=[CH:8][C:6]([NH:7][N:10]=[C:22]([C:23](=[O:25])[CH3:24])[C:19](=[O:21])[CH3:20])=[CH:5][CH:4]=1. The yield is 0.500. (6) The catalyst is Cl[Pd](Cl)([P](C1C=CC=CC=1)(C1C=CC=CC=1)C1C=CC=CC=1)[P](C1C=CC=CC=1)(C1C=CC=CC=1)C1C=CC=CC=1.C(OCC)(=O)C.C(O)C.C1(C)C=CC=CC=1. The product is [CH3:1][O:2][C:3](=[O:4])[C:5]1[CH:10]=[CH:9][C:8](/[CH:40]=[CH:41]/[C:42]#[C:43][C:44]2[CH:45]=[CH:46][C:47]([CH:48]=[O:49])=[CH:50][CH:51]=2)=[CH:7][CH:6]=1. The reactants are [CH3:1][O:2][C:3]([C:5]1[CH:10]=[CH:9][C:8](B(O)O)=[CH:7][CH:6]=1)=[O:4].C1(P(C2C=CC=CC=2)C2C=CC=CC=2)C=CC=CC=1.C(=O)([O-])[O-].[K+].[K+].Cl/[CH:40]=[CH:41]/[C:42]#[C:43][C:44]1[CH:51]=[CH:50][C:47]([CH:48]=[O:49])=[CH:46][CH:45]=1. The yield is 0.780. (7) The reactants are [Cl:1][C:2]1[CH:3]=[N:4][C:5]([CH2:13][OH:14])=[C:6]([CH:12]=1)[C:7]([O:9][CH2:10][CH3:11])=[O:8].[F:15][C:16]1[CH:17]=[C:18](O)[CH:19]=[CH:20][CH:21]=1.C1(P(C2C=CC=CC=2)C2C=CC=CC=2)C=CC=CC=1.CCOC(/N=N/C(OCC)=O)=O.C1(C)C=CC=CC=1. The catalyst is O1CCCC1.O. The product is [Cl:1][C:2]1[CH:3]=[N:4][C:5]([CH2:13][O:14][C:20]2[CH:19]=[CH:18][CH:17]=[C:16]([F:15])[CH:21]=2)=[C:6]([CH:12]=1)[C:7]([O:9][CH2:10][CH3:11])=[O:8]. The yield is 0.560. (8) The reactants are [Br:1][C:2]1[C:11]2[C:6](=[CH:7][CH:8]=[CH:9][CH:10]=2)[C:5]([C:12](=[O:16])[CH:13]=[N+]=[N-])=[CH:4][CH:3]=1.[BrH:17].C([O-])(O)=O.[Na+]. The catalyst is C(OCC)(=O)C. The product is [Br:17][CH2:13][C:12]([C:5]1[C:6]2[C:11](=[CH:10][CH:9]=[CH:8][CH:7]=2)[C:2]([Br:1])=[CH:3][CH:4]=1)=[O:16]. The yield is 0.510. (9) The reactants are [Cl:1][C:2]1[C:3]([I:17])=[N:4][C:5](F)=[C:6]([C:14]=1F)[C:7]([O:9][C:10]([CH3:13])([CH3:12])[CH3:11])=[O:8].[CH3:18][C:19]([CH3:22])([O-:21])[CH3:20].[K+]. The catalyst is C1COCC1. The product is [C:19]([O:21][C:5]1[N:4]=[C:3]([I:17])[C:2]([Cl:1])=[C:14]([O:9][C:10]([CH3:13])([CH3:12])[CH3:11])[C:6]=1[C:7]([O:9][C:10]([CH3:13])([CH3:12])[CH3:11])=[O:8])([CH3:22])([CH3:20])[CH3:18]. The yield is 0.440.